From a dataset of Forward reaction prediction with 1.9M reactions from USPTO patents (1976-2016). Predict the product of the given reaction. Given the reactants [CH3:1][C:2]1[CH:3]=[C:4]([CH2:9][CH:10]([N:19]=[C:20]=[S:21])[C:11]2[CH:16]=[CH:15][CH:14]=[C:13]([CH3:17])[C:12]=2[CH3:18])[CH:5]=[C:6]([CH3:8])[CH:7]=1.[CH2:22]([CH2:24][NH2:25])[OH:23], predict the reaction product. The product is: [CH3:1][C:2]1[CH:3]=[C:4]([CH2:9][CH:10]([NH:19][C:20]([NH:25][CH2:24][CH2:22][OH:23])=[S:21])[C:11]2[CH:16]=[CH:15][CH:14]=[C:13]([CH3:17])[C:12]=2[CH3:18])[CH:5]=[C:6]([CH3:8])[CH:7]=1.